Dataset: Forward reaction prediction with 1.9M reactions from USPTO patents (1976-2016). Task: Predict the product of the given reaction. (1) Given the reactants ClC(Cl)(Cl)CO[C:5](=[O:30])[NH:6][C:7]1[C:8]([CH3:29])=[C:9]([C:26](=[O:28])[CH3:27])[C:10]2[O:14][CH2:13][CH:12]([C:15]3[CH:20]=[CH:19][C:18]([CH:21]([CH3:23])[CH3:22])=[CH:17][CH:16]=3)[C:11]=2[C:24]=1[CH3:25].[OH:33][CH2:34][CH2:35][CH2:36][NH2:37], predict the reaction product. The product is: [C:26]([C:9]1[C:10]2[O:14][CH2:13][CH:12]([C:15]3[CH:16]=[CH:17][C:18]([CH:21]([CH3:23])[CH3:22])=[CH:19][CH:20]=3)[C:11]=2[C:24]([CH3:25])=[C:7]([NH:6][C:5]([NH:37][CH2:36][CH2:35][CH2:34][OH:33])=[O:30])[C:8]=1[CH3:29])(=[O:28])[CH3:27]. (2) Given the reactants [Cl:1][C:2]1[CH:7]=[CH:6][CH:5]=[CH:4][C:3]=1[N:8]1[C:17](=[O:18])[C:16]2[C:11](=[CH:12][CH:13]=[C:14]([F:19])[CH:15]=2)[N:10]=[C:9]1[CH3:20].[N:21]1[C:26]([CH:27]=[O:28])=[CH:25][CH:24]=[CH:23][C:22]=1C=O.O.O1CCOC[CH2:33]1, predict the reaction product. The product is: [Cl:1][C:2]1[CH:7]=[CH:6][CH:5]=[CH:4][C:3]=1[N:8]1[C:17](=[O:18])[C:16]2[C:11](=[CH:12][CH:13]=[C:14]([F:19])[CH:15]=2)[N:10]=[C:9]1[CH:20]=[CH:33][C:26]1([CH:27]=[O:28])[CH:25]=[CH:24][CH:23]=[CH:22][NH:21]1. (3) Given the reactants [NH2:1][C:2]1[N:6]([CH2:7][C:8]2[CH:13]=[CH:12][CH:11]=[CH:10][C:9]=2[Cl:14])[N:5]=[N:4][C:3]=1[C:15]([NH2:17])=[O:16].[CH:18]1([C:22](Cl)=[O:23])[CH2:21][CH2:20][CH2:19]1.Cl, predict the reaction product. The product is: [Cl:14][C:9]1[CH:10]=[CH:11][CH:12]=[CH:13][C:8]=1[CH2:7][N:6]1[C:2]([NH:1][C:22]([CH:18]2[CH2:21][CH2:20][CH2:19]2)=[O:23])=[C:3]([C:15]([NH2:17])=[O:16])[N:4]=[N:5]1. (4) Given the reactants Cl[C:2]1[N:7]=[C:6]([NH:8][C:9]2[CH:14]=[CH:13][C:12]([O:15][CH3:16])=[CH:11][C:10]=2[NH:17][S:18]([CH3:21])(=[O:20])=[O:19])[C:5]([Cl:22])=[CH:4][N:3]=1.[CH3:23][O:24][C:25]1[CH:30]=[C:29]([O:31][CH3:32])[N:28]=[CH:27][C:26]=1[NH2:33].CC1(C)C2C(=C(P(C3C=CC=CC=3)C3C=CC=CC=3)C=CC=2)OC2C(P(C3C=CC=CC=3)C3C=CC=CC=3)=CC=CC1=2.C(=O)([O-])[O-].[Cs+].[Cs+], predict the reaction product. The product is: [Cl:22][C:5]1[C:6]([NH:8][C:9]2[CH:14]=[CH:13][C:12]([O:15][CH3:16])=[CH:11][C:10]=2[NH:17][S:18]([CH3:21])(=[O:20])=[O:19])=[N:7][C:2]([NH:33][C:26]2[CH:27]=[N:28][C:29]([O:31][CH3:32])=[CH:30][C:25]=2[O:24][CH3:23])=[N:3][CH:4]=1. (5) Given the reactants C[O-].[Na+].[C:4]([O:11]C)(=O)[CH2:5][C:6](OC)=[O:7].[C:13]1([NH:19][C:20]([NH2:22])=[S:21])[CH:18]=[CH:17][CH:16]=[CH:15][CH:14]=1.[CH2:23](I)[CH3:24], predict the reaction product. The product is: [CH2:23]([S:21][C:20]1[N:19]([C:13]2[CH:18]=[CH:17][CH:16]=[CH:15][CH:14]=2)[C:6](=[O:7])[CH:5]=[C:4]([OH:11])[N:22]=1)[CH3:24]. (6) The product is: [K+:49].[C:39]([O:38][C:36]([NH:35][CH:27]([CH2:28][CH2:29][CH2:30][CH2:31][CH2:32][CH:33]=[CH2:34])[C:26]([N:6]1[CH2:7][CH:8]([O:10][C:11]2[C:12]3[S:25][CH:24]=[CH:23][C:13]=3[N:14]=[C:15]([C:17]3[N:18]([CH3:22])[N:19]=[CH:20][CH:21]=3)[N:16]=2)[CH2:9][CH:5]1[C:3]([O-:4])=[O:2])=[O:43])=[O:37])([CH3:42])([CH3:41])[CH3:40]. Given the reactants C[O:2][C:3]([CH:5]1[CH2:9][CH:8]([O:10][C:11]2[C:12]3[S:25][CH:24]=[CH:23][C:13]=3[N:14]=[C:15]([C:17]3[N:18]([CH3:22])[N:19]=[CH:20][CH:21]=3)[N:16]=2)[CH2:7][N:6]1[C:26](=[O:43])[CH:27]([NH:35][C:36]([O:38][C:39]([CH3:42])([CH3:41])[CH3:40])=[O:37])[CH2:28][CH2:29][CH2:30][CH2:31][CH2:32][CH:33]=[CH2:34])=[O:4].C[Si](C)(C)[O-].[K+:49], predict the reaction product.